Dataset: Forward reaction prediction with 1.9M reactions from USPTO patents (1976-2016). Task: Predict the product of the given reaction. (1) Given the reactants [CH2:1]([O:3][C:4]([C:6]1[CH:10]=[C:9]([C:11]2[CH:16]=[CH:15][C:14]([O:17]CC3C=CC=CC=3)=[CH:13][N:12]=2)[N:8]([C:25]2[CH:26]=[N:27][C:28]([CH3:31])=[CH:29][CH:30]=2)[N:7]=1)=[O:5])[CH3:2].[H][H], predict the reaction product. The product is: [CH2:1]([O:3][C:4]([C:6]1[CH:10]=[C:9]([C:11]2[CH:16]=[CH:15][C:14]([OH:17])=[CH:13][N:12]=2)[N:8]([C:25]2[CH:26]=[N:27][C:28]([CH3:31])=[CH:29][CH:30]=2)[N:7]=1)=[O:5])[CH3:2]. (2) Given the reactants [NH2:1][C:2]1[CH:16]=[CH:15][C:5]([C:6]([C:8]2[CH:13]=[CH:12][C:11]([NH2:14])=[CH:10][CH:9]=2)=[O:7])=[CH:4][CH:3]=1.[CH3:17][CH:18]1[NH:23][CH:22]([CH3:24])[CH2:21][N:20]([C:25]2[CH:33]=[CH:32][C:28]([C:29]([O-])=[O:30])=[CH:27][CH:26]=2)[CH2:19]1, predict the reaction product. The product is: [C:6]([C:8]1[CH:13]=[CH:12][C:11]([NH:14][C:29](=[O:30])[C:28]2[CH:32]=[CH:33][C:25]([N:20]3[CH2:19][CH:18]([CH3:17])[NH:23][CH:22]([CH3:24])[CH2:21]3)=[CH:26][CH:27]=2)=[CH:10][CH:9]=1)([C:5]1[CH:15]=[CH:16][C:2]([NH:1][C:29](=[O:30])[C:28]2[CH:27]=[CH:26][C:25]([N:20]3[CH2:19][CH:18]([CH3:17])[NH:23][CH:22]([CH3:24])[CH2:21]3)=[CH:33][CH:32]=2)=[CH:3][CH:4]=1)=[O:7]. (3) The product is: [C:14]([NH:13][C:11]([C:10]1[C:4]2[C:5](=[N:6][CH:7]=[C:2]([NH:29][C:28]3[CH:30]=[CH:31][C:32]([CH3:34])=[CH:33][C:27]=3[CH3:26])[N:3]=2)[N:8]([CH2:18][O:19][CH2:20][CH2:21][Si:22]([CH3:25])([CH3:24])[CH3:23])[CH:9]=1)=[O:12])([CH3:17])([CH3:16])[CH3:15]. Given the reactants Br[C:2]1[N:3]=[C:4]2[C:10]([C:11]([NH:13][C:14]([CH3:17])([CH3:16])[CH3:15])=[O:12])=[CH:9][N:8]([CH2:18][O:19][CH2:20][CH2:21][Si:22]([CH3:25])([CH3:24])[CH3:23])[C:5]2=[N:6][CH:7]=1.[CH3:26][C:27]1[CH:33]=[C:32]([CH3:34])[CH:31]=[CH:30][C:28]=1[NH2:29].C1C=CC(P(C2C(C3C(P(C4C=CC=CC=4)C4C=CC=CC=4)=CC=C4C=3C=CC=C4)=C3C(C=CC=C3)=CC=2)C2C=CC=CC=2)=CC=1, predict the reaction product. (4) Given the reactants [CH2:1]([N:3]1[C:12]2[C:7](=[N:8][CH:9]=[C:10]([CH2:13][C:14]3[CH:19]=[CH:18][C:17]([F:20])=[CH:16][CH:15]=3)[CH:11]=2)[C:6]([OH:21])=[C:5]([C:22](OCC)=[O:23])[C:4]1=[O:27])[CH3:2].[NH2:28][C@H:29]([CH3:32])[CH2:30][OH:31], predict the reaction product. The product is: [CH2:1]([N:3]1[C:12]2[C:7](=[N:8][CH:9]=[C:10]([CH2:13][C:14]3[CH:19]=[CH:18][C:17]([F:20])=[CH:16][CH:15]=3)[CH:11]=2)[C:6]([OH:21])=[C:5]([C:22]([NH:28][C@H:29]([CH3:32])[CH2:30][OH:31])=[O:23])[C:4]1=[O:27])[CH3:2]. (5) Given the reactants [CH3:1][S:2]([C:5]1[CH:10]=[CH:9][C:8]([C:11]2[CH:12]=[C:13]3[CH2:19][CH:18]([CH:20]4[CH2:25][CH2:24][NH:23][CH2:22][CH2:21]4)[O:17][C:14]3=[CH:15][N:16]=2)=[CH:7][CH:6]=1)(=[O:4])=[O:3].Br[C:27]1[CH:32]=[N:31][C:30]([CH2:33][CH3:34])=[CH:29][N:28]=1, predict the reaction product. The product is: [CH2:33]([C:30]1[N:31]=[CH:32][C:27]([N:23]2[CH2:24][CH2:25][CH:20]([CH:18]3[O:17][C:14]4=[CH:15][N:16]=[C:11]([C:8]5[CH:9]=[CH:10][C:5]([S:2]([CH3:1])(=[O:3])=[O:4])=[CH:6][CH:7]=5)[CH:12]=[C:13]4[CH2:19]3)[CH2:21][CH2:22]2)=[N:28][CH:29]=1)[CH3:34].